This data is from Full USPTO retrosynthesis dataset with 1.9M reactions from patents (1976-2016). The task is: Predict the reactants needed to synthesize the given product. (1) The reactants are: C([O:3][C:4](=[O:34])[C:5]([NH:9][C:10]([C:12]1[CH:21]=[C:20]([Cl:22])[C:19]2[C:14](=[CH:15][CH:16]=[CH:17][CH:18]=2)[C:13]=1[O:23][CH2:24][CH:25]1[CH2:30][CH2:29][N:28]([C:31](=[O:33])[CH3:32])[CH2:27][CH2:26]1)=[O:11])([CH3:8])[CH2:6][CH3:7])C.[OH-].[Na+]. Given the product [C:31]([N:28]1[CH2:27][CH2:26][CH:25]([CH2:24][O:23][C:13]2[C:14]3[C:19](=[CH:18][CH:17]=[CH:16][CH:15]=3)[C:20]([Cl:22])=[CH:21][C:12]=2[C:10]([NH:9][C:5]([CH3:8])([CH2:6][CH3:7])[C:4]([OH:34])=[O:3])=[O:11])[CH2:30][CH2:29]1)(=[O:33])[CH3:32], predict the reactants needed to synthesize it. (2) Given the product [NH2:1][C:4]1[CH:9]=[CH:8][CH:7]=[CH:6][C:5]=1[CH2:10][CH2:11][NH:12][CH:13]1[CH2:18][CH2:17][N:16]([C:19]([O:21][C:22]([CH3:25])([CH3:24])[CH3:23])=[O:20])[CH2:15][CH2:14]1, predict the reactants needed to synthesize it. The reactants are: [N+:1]([C:4]1[CH:9]=[CH:8][CH:7]=[CH:6][C:5]=1[CH2:10][CH2:11][NH:12][CH:13]1[CH2:18][CH2:17][N:16]([C:19]([O:21][C:22]([CH3:25])([CH3:24])[CH3:23])=[O:20])[CH2:15][CH2:14]1)([O-])=O.[H][H].